This data is from Reaction yield outcomes from USPTO patents with 853,638 reactions. The task is: Predict the reaction yield, written as a fraction of the theoretical maximum amount of product (1.0 means a 100% yield; for example, 0.34 means a 34% yield). The reactants are [N:1]([O-])=O.[Na+].[Br:5][C:6]1[CH:11]=[C:10]([NH2:12])[C:9]([NH2:13])=[C:8]([F:14])[CH:7]=1. The catalyst is O.C(O)(=O)C. The product is [Br:5][C:6]1[CH:7]=[C:8]([F:14])[C:9]2[NH:13][N:1]=[N:12][C:10]=2[CH:11]=1. The yield is 0.940.